Dataset: Full USPTO retrosynthesis dataset with 1.9M reactions from patents (1976-2016). Task: Predict the reactants needed to synthesize the given product. (1) Given the product [NH2:1][C:2]1[N:3]=[C:4]([N:19]2[CH2:20][CH2:21][C:22]3[C:27](=[CH:26][CH:25]=[CH:24][CH:23]=3)[CH2:18]2)[C:5]([C:13]#[N:14])=[C:6]([C:8]2[O:9][CH:10]=[CH:11][CH:12]=2)[N:7]=1, predict the reactants needed to synthesize it. The reactants are: [NH2:1][C:2]1[N:7]=[C:6]([C:8]2[O:9][CH:10]=[CH:11][CH:12]=2)[C:5]([C:13]#[N:14])=[C:4](S(C)=O)[N:3]=1.[CH2:18]1[C:27]2[C:22](=[CH:23][CH:24]=[CH:25][CH:26]=2)[CH2:21][CH2:20][NH:19]1. (2) The reactants are: [OH:1][C:2]1[C:15]2[C:14](=[O:16])[C:13]3[CH:12]=[C:11]4[CH:17]=[CH:18][CH:19]=[CH:20][C:10]4=[CH:9][C:8]=3[O:7][C:6]=2[CH:5]=[C:4]([OH:21])[CH:3]=1.C([O-])([O-])=O.[K+].[K+].CN(C=O)C.[CH2:33]([CH:35]1[O:37][CH2:36]1)Cl. Given the product [OH:1][C:2]1[C:15]2[C:14](=[O:16])[C:13]3[CH:12]=[C:11]4[CH:17]=[CH:18][CH:19]=[CH:20][C:10]4=[CH:9][C:8]=3[O:7][C:6]=2[CH:5]=[C:4]([O:21][CH2:33][CH:35]2[CH2:36][O:37]2)[CH:3]=1, predict the reactants needed to synthesize it. (3) Given the product [CH3:12][N:6]1[C:5](=[O:13])[C:4]2[C:9](=[N:10][CH:11]=[C:2]([N:17]3[CH2:16][CH2:15][N:14]([C:20]([O:22][C:23]([CH3:26])([CH3:25])[CH3:24])=[O:21])[CH2:19][CH2:18]3)[N:3]=2)[N:8]=[CH:7]1, predict the reactants needed to synthesize it. The reactants are: Br[C:2]1[N:3]=[C:4]2[C:9](=[N:10][CH:11]=1)[N:8]=[CH:7][N:6]([CH3:12])[C:5]2=[O:13].[N:14]1([C:20]([O:22][C:23]([CH3:26])([CH3:25])[CH3:24])=[O:21])[CH2:19][CH2:18][NH:17][CH2:16][CH2:15]1. (4) Given the product [C:1]([O:5][C:6](=[O:20])[NH:7][CH:8]([CH2:13][C:14]1[CH:19]=[CH:18][CH:17]=[CH:16][CH:15]=1)[CH2:9][CH2:10][CH2:11][N:24]1[CH2:23][CH2:22][N:21]([C:27]([CH:29]2[CH2:34][CH2:33][O:32][CH2:31][CH2:30]2)=[O:28])[CH2:26][CH2:25]1)([CH3:4])([CH3:3])[CH3:2], predict the reactants needed to synthesize it. The reactants are: [C:1]([O:5][C:6](=[O:20])[NH:7][CH:8]([CH2:13][C:14]1[CH:19]=[CH:18][CH:17]=[CH:16][CH:15]=1)[CH2:9][CH2:10][CH:11]=O)([CH3:4])([CH3:3])[CH3:2].[N:21]1([C:27]([CH:29]2[CH2:34][CH2:33][O:32][CH2:31][CH2:30]2)=[O:28])[CH2:26][CH2:25][NH:24][CH2:23][CH2:22]1.[BH-](OC(C)=O)(OC(C)=O)OC(C)=O.[Na+].[OH-].[Na+]. (5) Given the product [C:23]([S:25][CH2:10][C@@H:7]([CH2:6][C:5]1[CH:12]=[CH:13][C:14]2[O:15][CH2:1][O:2][C:3]=2[CH:4]=1)[C:8]([OH:9])=[O:11])(=[O:26])[CH3:24], predict the reactants needed to synthesize it. The reactants are: [CH2:1]1[O:15][C:14]2[CH:13]=[CH:12][C:5]([CH2:6][C@H:7]3[CH2:10][O:9][C:8]3=[O:11])=[CH:4][C:3]=2[O:2]1.C1(C)C=CC=CC=1.[C:23]([O-:26])(=[S:25])[CH3:24].[K+].S(=O)(=O)(O)O. (6) Given the product [CH3:13][C:12]1([CH3:14])[NH:8][CH2:9][CH:10]([CH2:15][N:16]2[C:24]3[C:19](=[CH:20][C:21]([C:25]4[CH:26]=[N:27][N:28]([CH:30]5[CH2:35][CH2:34][CH2:33][CH2:32][O:31]5)[CH:29]=4)=[CH:22][CH:23]=3)[CH:18]=[N:17]2)[CH2:11]1, predict the reactants needed to synthesize it. The reactants are: C([N:8]1[C:12]([CH3:14])([CH3:13])[CH2:11][CH:10]([CH2:15][N:16]2[C:24]3[C:19](=[CH:20][C:21]([C:25]4[CH:26]=[N:27][N:28]([CH:30]5[CH2:35][CH2:34][CH2:33][CH2:32][O:31]5)[CH:29]=4)=[CH:22][CH:23]=3)[CH:18]=[N:17]2)[CH2:9]1)C1C=CC=CC=1.C([O-])=O.[NH4+]. (7) Given the product [F:1][C:2]1[CH:3]=[C:4]([CH:5]=[CH:6][CH:7]=1)[O:8][CH2:10][C:11]([NH2:13])=[O:12], predict the reactants needed to synthesize it. The reactants are: [F:1][C:2]1[CH:3]=[C:4]([OH:8])[CH:5]=[CH:6][CH:7]=1.Br[CH2:10][C:11]([NH2:13])=[O:12].C([O-])([O-])=O.[K+].[K+].C([O-])([O-])=O.[Cs+].[Cs+].